Task: Predict the reaction yield, written as a fraction of the theoretical maximum amount of product (1.0 means a 100% yield; for example, 0.34 means a 34% yield).. Dataset: Reaction yield outcomes from USPTO patents with 853,638 reactions The reactants are C([O:3][C:4]([C:6]1[C:11]([N+:12]([O-:14])=[O:13])=[CH:10][CH:9]=[CH:8][N:7]=1)=[CH2:5])C.Cl.[OH-].[Na+].C(=O)(O)[O-].[Na+]. The catalyst is C(O)(=O)C. The product is [N+:12]([C:11]1[C:6]([C:4](=[O:3])[CH3:5])=[N:7][CH:8]=[CH:9][CH:10]=1)([O-:14])=[O:13]. The yield is 0.790.